This data is from Experimentally validated miRNA-target interactions with 360,000+ pairs, plus equal number of negative samples. The task is: Binary Classification. Given a miRNA mature sequence and a target amino acid sequence, predict their likelihood of interaction. (1) The protein sequence of the target gene is MVRTKTWTLKKHFVGYPTNSDFELKTAELPPLKNGEVLLEALFLTVDPYMRVAAKRLKEGDTMMGQQVAKVVESKNVALPKGTIVLASPGWTTHSISDGKDLEKLLTEWPDTIPLSLALGTVGMPGLTAYFGLLEICGVKGGETVMVNAAAGAVGSVVGQIAKLKGCKVVGAVGSDEKVAYLQKLGFDVVFNYKTVESLEETLKKASPDGYDCYFDNVGGEFSNTVIGQMKKFGRIAICGAISTYNRTGPLPPGPPPEIVIYQELRMEAFVVYRWQGDARQKALKDLLKWVLEGKIQYKE.... The miRNA is hsa-miR-4748 with sequence GAGGUUUGGGGAGGAUUUGCU. Result: 0 (no interaction). (2) The miRNA is mmu-miR-323-3p with sequence CACAUUACACGGUCGACCUCU. The protein sequence of the target gene is MGLSDGEWQLVLNVWGKVEADIPGHGQEVLIRLFKGHPETLEKFDKFKHLKSEDEMKASEDLKKHGATVLTALGGILKKKGHHEAEIKPLAQSHATKHKIPVKYLEFISECIIQVLQSKHPGDFGADAQGAMNKALELFRKDMASNYKELGFQG. Result: 0 (no interaction). (3) The miRNA is mmu-miR-7026-5p with sequence UUCUGAGACCAUGGGGUAUAU. The protein sequence of the target gene is MAAQGVGPGPGSAAPPGLEAARQKLALRRKKVLSTEEMELYELAQAAGGGIDPDVFKILVDLLKLNVAPLAVFQMLKSMCAGQRLASEPQDPAAVSLPTSSVPETRGRDKGSAALGGVLALAERSNHEGSSQRMPRQPSATRLPKGGGPGKSPTQGST. Result: 0 (no interaction). (4) The miRNA is hsa-miR-1285-5p with sequence GAUCUCACUUUGUUGCCCAGG. The protein sequence of the target gene is MDSRIPYDDYPVVFLPAYENPPAWIPPHERVHHPDYNNELTQFLPRTITLKKPPGAQLGFNIRGGKASQLGIFISKVIPDSDAHRAGLQEGDQVLAVNDVDFQDIEHSKAVEILKTAREISMRVRFFPYNYHRQKERTVH. Result: 0 (no interaction).